The task is: Predict the reactants needed to synthesize the given product.. This data is from Full USPTO retrosynthesis dataset with 1.9M reactions from patents (1976-2016). (1) Given the product [C:1]([NH:5][S:6]([C:9]1[S:10][C:11]([C:14]2[N:19]=[C:18]([NH:20][C:21]3[CH:25]=[C:24]([CH:26]4[CH2:28][CH2:27]4)[NH:23][N:22]=3)[C:17]([CH2:29][OH:30])=[CH:16][N:15]=2)=[CH:12][CH:13]=1)(=[O:7])=[O:8])([CH3:4])([CH3:2])[CH3:3], predict the reactants needed to synthesize it. The reactants are: [C:1]([NH:5][S:6]([C:9]1[S:10][C:11]([C:14]2[N:19]=[C:18]([NH:20][C:21]3[CH:25]=[C:24]([CH:26]4[CH2:28][CH2:27]4)[NH:23][N:22]=3)[C:17]([CH2:29][O:30][Si](C(C)(C)C)(C)C)=[CH:16][N:15]=2)=[CH:12][CH:13]=1)(=[O:8])=[O:7])([CH3:4])([CH3:3])[CH3:2].CCCC[N+](CCCC)(CCCC)CCCC.[F-].O. (2) Given the product [CH3:1][O:2][C:3]([C:5]1[CH:10]=[CH:9][C:8]([C:20]#[C:19][C:15]2[CH:16]=[CH:17][CH:18]=[C:13]([F:12])[CH:14]=2)=[CH:7][N:6]=1)=[O:4], predict the reactants needed to synthesize it. The reactants are: [CH3:1][O:2][C:3]([C:5]1[CH:10]=[CH:9][C:8](Br)=[CH:7][N:6]=1)=[O:4].[F:12][C:13]1[CH:14]=[C:15]([C:19]#[CH:20])[CH:16]=[CH:17][CH:18]=1.C(N(CC)CC)C. (3) Given the product [CH3:13][N:12]([CH3:14])[C:10]1[O:11][C:7]2[C:8](=[C:15]([C:18]#[N:19])[C:16]([CH3:17])=[C:5]([C:3]3[N:24]=[C:21]([CH3:22])[S:23][CH:2]=3)[C:6]=2[F:20])[N:9]=1, predict the reactants needed to synthesize it. The reactants are: Br[CH2:2][C:3]([C:5]1[C:6]([F:20])=[C:7]2[O:11][C:10]([N:12]([CH3:14])[CH3:13])=[N:9][C:8]2=[C:15]([C:18]#[N:19])[C:16]=1[CH3:17])=O.[C:21]([NH2:24])(=[S:23])[CH3:22].C(=O)([O-])[O-].[Cs+].[Cs+]. (4) Given the product [C:1]([NH:4][C@@H:5]1[CH2:6][C@H:7]([NH2:28])[CH2:8][CH2:9][C@@H:10]1[N:11]1[CH2:15][CH2:14][C@H:13]([NH:16][C:17](=[O:18])[O:19][CH2:20][C:21]2[CH:22]=[CH:23][CH:24]=[CH:25][CH:26]=2)[C:12]1=[O:27])(=[O:3])[CH3:2], predict the reactants needed to synthesize it. The reactants are: [C:1]([NH:4][C@H:5]1[C@@H:10]([N:11]2[CH2:15][CH2:14][C@H:13]([NH:16][C:17]([O:19][CH2:20][C:21]3[CH:26]=[CH:25][CH:24]=[CH:23][CH:22]=3)=[O:18])[C:12]2=[O:27])[CH2:9][CH2:8][C@@H:7]([NH:28]C(=O)OC(C)(C)C)[CH2:6]1)(=[O:3])[CH3:2].C(O)(C(F)(F)F)=O. (5) Given the product [Cl:1][C:2]1[CH:7]=[CH:6][C:5]([NH:8][C:9]([NH:18][NH:17][C:11]2[CH:16]=[CH:15][CH:14]=[CH:13][CH:12]=2)=[O:10])=[CH:4][CH:3]=1, predict the reactants needed to synthesize it. The reactants are: [Cl:1][C:2]1[CH:7]=[CH:6][C:5]([N:8]=[C:9]=[O:10])=[CH:4][CH:3]=1.[C:11]1([NH:17][NH2:18])[CH:16]=[CH:15][CH:14]=[CH:13][CH:12]=1. (6) Given the product [CH3:22][C:21]([CH3:24])([CH3:23])[C:20]([N:4]1[C:5](=[O:10])[C:6]([CH3:8])([CH3:9])[NH:7][C:2]([CH3:12])([CH3:1])[C:3]1=[O:11])=[O:25], predict the reactants needed to synthesize it. The reactants are: [CH3:1][C:2]1([CH3:12])[NH:7][C:6]([CH3:9])([CH3:8])[C:5](=[O:10])[NH:4][C:3]1=[O:11].C(N(CC)CC)C.[C:20](Cl)(=[O:25])[C:21]([CH3:24])([CH3:23])[CH3:22].O. (7) Given the product [CH3:1][C:2]1[O:6][C:5]([CH2:7][CH2:8][NH:9][C:10](=[O:12])[CH3:11])=[CH:4][CH:3]=1, predict the reactants needed to synthesize it. The reactants are: [CH3:1][C:2]1[O:6][C:5]([CH2:7][CH2:8][NH2:9])=[CH:4][CH:3]=1.[C:10](OC(=O)C)(=[O:12])[CH3:11]. (8) Given the product [Br:29][CH:31]([CH:14]1[CH2:16][CH2:15]1)[C:30]([O:33][CH2:34][CH3:35])=[O:32], predict the reactants needed to synthesize it. The reactants are: C1(CC(OC)=O)CC1.[Li+].CC([N-][CH:14]([CH3:16])[CH3:15])C.C[Si](C)(C)Cl.C1C(=O)N([Br:29])C(=O)C1.[C:30]([O:33][CH2:34][CH3:35])(=[O:32])[CH3:31]. (9) Given the product [CH3:1][C:2]1[C:3]2[N:4]([C:18]([NH:21][C:28](=[O:29])[C:23]3[CH:24]=[CH:25][CH:26]=[CH:27][N:22]=3)=[CH:19][N:20]=2)[N:5]=[C:6]([C:8]2[CH:13]=[CH:12][CH:11]=[CH:10][C:9]=2[C:14]([F:15])([F:16])[F:17])[CH:7]=1, predict the reactants needed to synthesize it. The reactants are: [CH3:1][C:2]1[C:3]2[N:4]([C:18]([NH2:21])=[CH:19][N:20]=2)[N:5]=[C:6]([C:8]2[CH:13]=[CH:12][CH:11]=[CH:10][C:9]=2[C:14]([F:17])([F:16])[F:15])[CH:7]=1.[N:22]1[CH:27]=[CH:26][CH:25]=[CH:24][C:23]=1[C:28](O)=[O:29].CCN(C(C)C)C(C)C.CN(C(ON1N=NC2C=CC=NC1=2)=[N+](C)C)C.F[P-](F)(F)(F)(F)F.